This data is from Forward reaction prediction with 1.9M reactions from USPTO patents (1976-2016). The task is: Predict the product of the given reaction. Given the reactants [CH3:1][O:2][C:3]1[CH:16]=[C:15]([O:17][CH3:18])[CH:14]=[CH:13][C:4]=1[CH2:5][NH:6][C:7]1[CH:12]=[CH:11][N:10]=[CH:9][N:8]=1.[F:19][C:20]1[CH:25]=[C:24]([F:26])[CH:23]=[C:22]([F:27])[C:21]=1[S:28](Cl)(=[O:30])=[O:29].N12CCN(CC1)CC2, predict the reaction product. The product is: [CH3:1][O:2][C:3]1[CH:16]=[C:15]([O:17][CH3:18])[CH:14]=[CH:13][C:4]=1[CH2:5][N:6]([C:7]1[CH:12]=[CH:11][N:10]=[CH:9][N:8]=1)[S:28]([C:21]1[C:22]([F:27])=[CH:23][C:24]([F:26])=[CH:25][C:20]=1[F:19])(=[O:30])=[O:29].